Dataset: Full USPTO retrosynthesis dataset with 1.9M reactions from patents (1976-2016). Task: Predict the reactants needed to synthesize the given product. (1) Given the product [Cl:22][C:19]1[CH:20]=[CH:21][C:16]([NH:15][C:13](=[O:14])[C:12]2[CH:29]=[CH:30][C:9]([N:1]3[CH:5]=[N:4][CH:3]=[N:2]3)=[N:10][C:11]=2[CH3:31])=[CH:17][C:18]=1[C:23]1[CH:28]=[CH:27][CH:26]=[CH:25][N:24]=1, predict the reactants needed to synthesize it. The reactants are: [NH:1]1[CH:5]=[N:4][CH:3]=[N:2]1.[H-].[Na+].Cl[C:9]1[CH:30]=[CH:29][C:12]([C:13]([NH:15][C:16]2[CH:21]=[CH:20][C:19]([Cl:22])=[C:18]([C:23]3[CH:28]=[CH:27][CH:26]=[CH:25][N:24]=3)[CH:17]=2)=[O:14])=[C:11]([CH3:31])[N:10]=1. (2) Given the product [CH3:4][C:2]([N:5]1[C:9]2[N:10]=[C:11]([C:17]3[CH:22]=[CH:21][C:20]([O:23][CH3:24])=[CH:19][CH:18]=3)[CH:12]=[C:13]([C:14]([NH:26][CH2:27][C:28]3[C:29](=[O:36])[NH:30][C:31]([CH3:35])=[CH:32][C:33]=3[CH3:34])=[O:16])[C:8]=2[C:7]([CH3:25])=[N:6]1)([CH3:1])[CH3:3], predict the reactants needed to synthesize it. The reactants are: [CH3:1][C:2]([N:5]1[C:9]2[N:10]=[C:11]([C:17]3[CH:22]=[CH:21][C:20]([O:23][CH3:24])=[CH:19][CH:18]=3)[CH:12]=[C:13]([C:14]([OH:16])=O)[C:8]=2[C:7]([CH3:25])=[N:6]1)([CH3:4])[CH3:3].[NH2:26][CH2:27][C:28]1[C:29](=[O:36])[NH:30][C:31]([CH3:35])=[CH:32][C:33]=1[CH3:34].CN1CCOCC1.ON1C2N=CC=CC=2N=N1.C(Cl)CCl. (3) Given the product [Br:39][CH2:40][CH2:41][CH2:42][N:11]1[C:12]2[CH:17]=[CH:16][CH:15]=[CH:14][C:13]=2[N:9]([C:3]2[C:4]([F:8])=[CH:5][CH:6]=[CH:7][C:2]=2[F:1])[S:10]1(=[O:18])=[O:19], predict the reactants needed to synthesize it. The reactants are: [F:1][C:2]1[CH:7]=[CH:6][CH:5]=[C:4]([F:8])[C:3]=1[N:9]1[C:13]2[CH:14]=[CH:15][CH:16]=[CH:17][C:12]=2[NH:11][S:10]1(=[O:19])=[O:18].C1(P(C2C=CC=CC=2)C2C=CC=CC=2)C=CC=CC=1.[Br:39][CH2:40][CH2:41][CH2:42]O.N(C(OC(C)C)=O)=NC(OC(C)C)=O. (4) Given the product [NH2:1][C:2]1[N:3]=[C:4]([NH:12][C:13]2[CH:27]=[CH:26][C:16]([C:17]([C:19]3[CH:24]=[CH:23][CH:22]=[CH:21][C:20]=3[CH3:25])=[O:18])=[C:15]([Cl:28])[CH:14]=2)[CH:5]=[CH:6][C:7]=1[N+:8]([O-:10])=[O:9], predict the reactants needed to synthesize it. The reactants are: [NH2:1][C:2]1[C:7]([N+:8]([O-:10])=[O:9])=[CH:6][CH:5]=[C:4](Cl)[N:3]=1.[NH2:12][C:13]1[CH:27]=[CH:26][C:16]([C:17]([C:19]2[CH:24]=[CH:23][CH:22]=[CH:21][C:20]=2[CH3:25])=[O:18])=[C:15]([Cl:28])[CH:14]=1.CC([O-])(C)C.[K+]. (5) Given the product [N+:1]([C:4]1[CH:12]=[CH:11][C:7]([C:8]([NH:21][CH:19]([C:14]2[CH:15]=[CH:16][CH:17]=[CH:18][N:13]=2)[CH3:20])=[O:9])=[CH:6][CH:5]=1)([O-:3])=[O:2], predict the reactants needed to synthesize it. The reactants are: [N+:1]([C:4]1[CH:12]=[CH:11][C:7]([C:8](Cl)=[O:9])=[CH:6][CH:5]=1)([O-:3])=[O:2].[N:13]1[CH:18]=[CH:17][CH:16]=[CH:15][C:14]=1[CH:19]([NH2:21])[CH3:20].C(=O)([O-])[O-].[K+].[K+].